This data is from Forward reaction prediction with 1.9M reactions from USPTO patents (1976-2016). The task is: Predict the product of the given reaction. (1) Given the reactants [CH3:1][C:2]1(C)[CH2:7]CCC(C)(C)N1.C(=O)=O.[Li]CCCC.[Cl:19][C:20]1[CH:28]=[CH:27][C:23]([C:24]([OH:26])=[O:25])=[CH:22][N:21]=1.C(=O)CC, predict the reaction product. The product is: [Cl:19][C:20]1[N:21]=[CH:22][C:23]2[C:24](=[O:26])[O:25][CH:1]([CH2:2][CH3:7])[C:27]=2[CH:28]=1. (2) Given the reactants Cl.[Cl:2][C:3]1[CH:4]=[C:5]([CH2:10][CH2:11][CH2:12][NH2:13])[CH:6]=[CH:7][C:8]=1Cl.[F:14][C:15]([F:28])([F:27])C1C=CC=CC=1CCC(O)=O, predict the reaction product. The product is: [ClH:2].[F:14][C:15]([F:28])([F:27])[C:6]1[CH:7]=[CH:8][CH:3]=[CH:4][C:5]=1[CH2:10][CH2:11][CH2:12][NH2:13].